Dataset: Full USPTO retrosynthesis dataset with 1.9M reactions from patents (1976-2016). Task: Predict the reactants needed to synthesize the given product. Given the product [CH3:19][N:10]1[C:11]2[C:16](=[CH:15][N:14]=[C:13]([CH3:18])[CH:12]=2)[CH:17]=[C:8]([C:6]2[CH:7]=[C:2]([NH:1][C:27]([N:24]3[CH:23]=[CH:22][N:26]=[CH:25]3)=[O:28])[CH:3]=[CH:4][C:5]=2[CH3:21])[C:9]1=[O:20], predict the reactants needed to synthesize it. The reactants are: [NH2:1][C:2]1[CH:3]=[CH:4][C:5]([CH3:21])=[C:6]([C:8]2[C:9](=[O:20])[N:10]([CH3:19])[C:11]3[C:16]([CH:17]=2)=[CH:15][N:14]=[C:13]([CH3:18])[CH:12]=3)[CH:7]=1.[CH:22]1[N:26]=[CH:25][N:24]([C:27](N2C=NC=C2)=[O:28])[CH:23]=1.